This data is from Retrosynthesis with 50K atom-mapped reactions and 10 reaction types from USPTO. The task is: Predict the reactants needed to synthesize the given product. (1) Given the product CNC(=O)c1ncc(Br)cc1N, predict the reactants needed to synthesize it. The reactants are: CN.Nc1cc(Br)cnc1C(=O)O. (2) Given the product N#Cc1ccc(CCO)c2ccccc12, predict the reactants needed to synthesize it. The reactants are: N#Cc1ccc(CC(=O)O)c2ccccc12. (3) Given the product CCOC(=O)c1cncc(-c2cnc(Nc3cccc(Cl)c3)nc2-n2nc(C(F)(F)F)cc2C)c1, predict the reactants needed to synthesize it. The reactants are: CCOC(=O)c1cncc(B2OC(C)(C)C(C)(C)O2)c1.Cc1cc(C(F)(F)F)nn1-c1nc(Nc2cccc(Cl)c2)ncc1Br.